Dataset: Forward reaction prediction with 1.9M reactions from USPTO patents (1976-2016). Task: Predict the product of the given reaction. (1) Given the reactants Cl[Si](C)(C)C.Br[C:7]([F:14])([F:13])[C:8]([O:10][CH2:11][CH3:12])=[O:9].N1([CH2:24][NH:25][CH2:26][CH2:27][C:28]2[S:29][CH:30]=[CH:31][CH:32]=2)C2C=CC=CC=2N=N1, predict the reaction product. The product is: [CH2:11]([O:10][C:8](=[O:9])[C:7]([F:14])([F:13])[CH2:24][NH:25][CH2:26][CH2:27][C:28]1[S:29][CH:30]=[CH:31][CH:32]=1)[CH3:12]. (2) Given the reactants [F:1][C:2]([F:20])([F:19])[C:3]1[CH:8]=[CH:7][C:6]([C@@H:9]2[C:18]3[N:17]=[CH:16][CH:15]=[CH:14][C:13]=3[CH2:12][CH2:11][NH:10]2)=[CH:5][CH:4]=1.[N:21]([C:24]1[CH:25]=[N:26][CH:27]=[CH:28][CH:29]=1)=[C:22]=[O:23], predict the reaction product. The product is: [N:26]1[CH:27]=[CH:28][CH:29]=[C:24]([NH:21][C:22]([N:10]2[C@H:9]([C:6]3[CH:7]=[CH:8][C:3]([C:2]([F:1])([F:19])[F:20])=[CH:4][CH:5]=3)[C:18]3[N:17]=[CH:16][CH:15]=[CH:14][C:13]=3[CH2:12][CH2:11]2)=[O:23])[CH:25]=1.